This data is from Forward reaction prediction with 1.9M reactions from USPTO patents (1976-2016). The task is: Predict the product of the given reaction. (1) Given the reactants C(N(CC)CC)C.[F:8][C:9]([F:14])([F:13])[C:10](O)=O.C1(P(C2C=CC=CC=2)C2C=CC=CC=2)C=CC=CC=1.[Cl:34][C:35]1[N:40]=[CH:39][C:38]([NH2:41])=[C:37]([NH:42][CH:43]([CH3:45])[CH3:44])[CH:36]=1, predict the reaction product. The product is: [Cl:34][C:35]1[N:40]=[CH:39][C:38]2[N:41]=[C:10]([C:9]([F:14])([F:13])[F:8])[N:42]([CH:43]([CH3:45])[CH3:44])[C:37]=2[CH:36]=1. (2) Given the reactants [Cl:1][C:2]1[CH:7]=[CH:6][C:5]([CH2:8]Cl)=[CH:4][C:3]=1[Cl:10].[NH:11]1[CH2:16][CH2:15][CH:14](NC(=O)OC(C)(C)C)[CH2:13][CH2:12]1.C[N:26](C=O)C, predict the reaction product. The product is: [Cl:10][C:3]1[CH:4]=[C:5]([CH:6]=[CH:7][C:2]=1[Cl:1])[CH2:8][N:11]1[CH2:12][CH2:13][CH2:14][CH2:15][CH:16]1[NH2:26]. (3) Given the reactants [Cl:1][C:2]1[CH:3]=[C:4]([CH:8]=[CH:9][CH:10]=1)[CH2:5][CH2:6]O.C(Br)(Br)(Br)[Br:12], predict the reaction product. The product is: [Br:12][CH2:6][CH2:5][C:4]1[CH:8]=[CH:9][CH:10]=[C:2]([Cl:1])[CH:3]=1. (4) The product is: [F:8][C:7]1[C:2]([CH:19]=[CH2:20])=[N:3][C:4]([CH3:18])=[C:5]([C:9]2[CH:14]=[C:13]([O:15][CH3:16])[CH:12]=[CH:11][C:10]=2[F:17])[CH:6]=1. Given the reactants Cl[C:2]1[C:7]([F:8])=[CH:6][C:5]([C:9]2[CH:14]=[C:13]([O:15][CH3:16])[CH:12]=[CH:11][C:10]=2[F:17])=[C:4]([CH3:18])[N:3]=1.[CH2:19](O)[CH2:20]C, predict the reaction product.